From a dataset of Full USPTO retrosynthesis dataset with 1.9M reactions from patents (1976-2016). Predict the reactants needed to synthesize the given product. (1) Given the product [CH2:18]([O:20][C:21](=[O:22])[NH:10][C:6]1[CH:5]=[C:4]2[C:9](=[CH:8][CH:7]=1)[NH:1][CH:2]=[CH:3]2)[CH3:19], predict the reactants needed to synthesize it. The reactants are: [NH:1]1[C:9]2[C:4](=[CH:5][C:6]([NH2:10])=[CH:7][CH:8]=2)[CH:3]=[CH:2]1.C(N(CC)CC)C.[CH2:18]([O:20][C:21](Cl)=[O:22])[CH3:19]. (2) Given the product [Cl:40][C:31]1[C:32]([C:36]([F:39])([F:37])[F:38])=[CH:33][CH:34]=[CH:35][C:30]=1[C:29]([N:28]1[CH2:12][CH2:13][C:14]2[N:18]([C:19]3[N:20]=[CH:21][C:22]([F:25])=[CH:23][N:24]=3)[N:17]=[N:16][C:15]=2[C@H:26]1[CH3:27])=[O:41], predict the reactants needed to synthesize it. The reactants are: CC1C=CC(S(O[CH2:12][CH2:13][C:14]2[N:18]([C:19]3[N:24]=[CH:23][C:22]([F:25])=[CH:21][N:20]=3)[N:17]=[N:16][C:15]=2[C@H:26]([NH:28][C:29](=[O:41])[C:30]2[CH:35]=[CH:34][CH:33]=[C:32]([C:36]([F:39])([F:38])[F:37])[C:31]=2[Cl:40])[CH3:27])(=O)=O)=CC=1.[H-].[Na+]. (3) The reactants are: [NH2:1][C:2]1[CH:10]=[CH:9][C:8]([OH:11])=[CH:7][C:3]=1[C:4](O)=[O:5].[CH3:12][NH:13][CH:14]=O. Given the product [OH:11][C:8]1[CH:7]=[C:3]2[C:2](=[CH:10][CH:9]=1)[N:1]=[CH:12][N:13]([CH3:14])[C:4]2=[O:5], predict the reactants needed to synthesize it. (4) Given the product [CH3:25][O:24][C:7]1[CH:6]=[CH:5][C:4]2[N:3]=[C:2]([NH:26][C:27]3[CH:28]=[CH:29][C:30]([N:33]4[CH2:38][CH2:37][N:36]([CH2:39][C:40]([OH:42])=[O:41])[CH2:35][CH2:34]4)=[CH:31][CH:32]=3)[C:11]3=[N:12][NH:13][CH:14]=[C:10]3[C:9]=2[CH:8]=1, predict the reactants needed to synthesize it. The reactants are: Cl[C:2]1[C:11]2=[N:12][N:13](CC3C=CC(OC)=CC=3)[CH:14]=[C:10]2[C:9]2[CH:8]=[C:7]([O:24][CH3:25])[CH:6]=[CH:5][C:4]=2[N:3]=1.[NH2:26][C:27]1[CH:32]=[CH:31][C:30]([N:33]2[CH2:38][CH2:37][N:36]([CH2:39][C:40]([OH:42])=[O:41])[CH2:35][CH2:34]2)=[CH:29][CH:28]=1.Cl. (5) Given the product [F:21][C:22]([F:29])([F:28])[C:23]1[N:24]=[CH:25][N:26]([C:2]2[CH:3]=[N:4][CH:5]=[CH:6][C:7]=2[C:8]2[O:9][C:10]3[CH:16]=[CH:15][C:14]([C:17]([F:20])([F:19])[F:18])=[CH:13][C:11]=3[N:12]=2)[CH:27]=1, predict the reactants needed to synthesize it. The reactants are: F[C:2]1[CH:3]=[N:4][CH:5]=[CH:6][C:7]=1[C:8]1[O:9][C:10]2[CH:16]=[CH:15][C:14]([C:17]([F:20])([F:19])[F:18])=[CH:13][C:11]=2[N:12]=1.[F:21][C:22]([F:29])([F:28])[C:23]1[N:24]=[CH:25][NH:26][CH:27]=1.C(=O)([O-])[O-].[K+].[K+].CN(C=O)C. (6) The reactants are: [NH:1]1[CH2:6][CH2:5][CH:4]([NH:7]C(=O)OC(C)(C)C)[CH2:3][CH2:2]1.C(N(CC)CC)C.[CH3:22][S:23]([Cl:26])(=[O:25])=[O:24].C(OCC)(=O)C. Given the product [ClH:26].[CH3:22][S:23]([N:1]1[CH2:6][CH2:5][CH:4]([NH2:7])[CH2:3][CH2:2]1)(=[O:25])=[O:24], predict the reactants needed to synthesize it.